Dataset: Forward reaction prediction with 1.9M reactions from USPTO patents (1976-2016). Task: Predict the product of the given reaction. (1) Given the reactants [N:1]([CH2:4][CH:5]([F:40])[CH2:6][N:7]([CH:17]([C:21]1[N:30]([CH2:31][C:32]2[CH:37]=[CH:36][CH:35]=[CH:34][CH:33]=2)[C:29](=[O:38])[C:28]2[C:23](=[CH:24][C:25]([Cl:39])=[CH:26][CH:27]=2)[N:22]=1)[CH:18]([CH3:20])[CH3:19])[C:8](=[O:16])[C:9]1[CH:14]=[CH:13][C:12]([CH3:15])=[CH:11][CH:10]=1)=[N+]=[N-].C1(P(C2C=CC=CC=2)C2C=CC=CC=2)C=CC=CC=1, predict the reaction product. The product is: [NH2:1][CH2:4][CH:5]([F:40])[CH2:6][N:7]([CH:17]([C:21]1[N:30]([CH2:31][C:32]2[CH:37]=[CH:36][CH:35]=[CH:34][CH:33]=2)[C:29](=[O:38])[C:28]2[C:23](=[CH:24][C:25]([Cl:39])=[CH:26][CH:27]=2)[N:22]=1)[CH:18]([CH3:20])[CH3:19])[C:8](=[O:16])[C:9]1[CH:14]=[CH:13][C:12]([CH3:15])=[CH:11][CH:10]=1. (2) Given the reactants [CH3:1][Si]([N-][Si](C)(C)C)(C)C.[Na+].[Cl:11][C:12]1[CH:17]=[C:16]([Cl:18])[CH:15]=[CH:14][C:13]=1[C:19]1[N:20]2[N:27]=[C:26]([CH3:28])[C:25]([C:29](=O)[CH2:30][CH2:31][CH3:32])=[C:21]2[O:22][C:23]=1[CH3:24], predict the reaction product. The product is: [Cl:11][C:12]1[CH:17]=[C:16]([Cl:18])[CH:15]=[CH:14][C:13]=1[C:19]1[N:20]2[N:27]=[C:26]([CH3:28])[C:25]([C:29](=[CH2:1])[CH2:30][CH2:31][CH3:32])=[C:21]2[O:22][C:23]=1[CH3:24]. (3) The product is: [NH2:21][C@H:11]([CH2:12][C:13]1[CH:14]=[CH:15][C:16]([O:19][CH3:20])=[CH:17][CH:18]=1)[C:10]([N:8]1[CH2:7][C:6]([O:5][CH2:1][C:2]#[C:3][CH3:4])([C:30]2[CH:35]=[CH:34][CH:33]=[CH:32][C:31]=2[CH3:36])[CH2:9]1)=[O:29]. Given the reactants [CH2:1]([O:5][C:6]1([C:30]2[CH:35]=[CH:34][CH:33]=[CH:32][C:31]=2[CH3:36])[CH2:9][N:8]([C:10](=[O:29])[C@H:11]([NH:21]C(=O)OC(C)(C)C)[CH2:12][C:13]2[CH:18]=[CH:17][C:16]([O:19][CH3:20])=[CH:15][CH:14]=2)[CH2:7]1)[C:2]#[C:3][CH3:4].Cl, predict the reaction product. (4) Given the reactants [CH2:1]([O:3][C:4]1[CH:5]=[C:6]([CH:10]=[CH:11][C:12]=1[N+:13]([O-])=O)[C:7]([NH2:9])=[O:8])[CH3:2].C([O-])=O.[NH4+], predict the reaction product. The product is: [NH2:13][C:12]1[CH:11]=[CH:10][C:6]([C:7]([NH2:9])=[O:8])=[CH:5][C:4]=1[O:3][CH2:1][CH3:2]. (5) Given the reactants [C:1]([O:5][C:6](=[O:15])[C:7]1[CH:12]=[CH:11][C:10]([F:13])=[CH:9][C:8]=1F)([CH3:4])([CH3:3])[CH3:2].C([O-])(O)=O.[Na+].[CH3:21][O:22][CH2:23][C@@H:24]([NH2:26])[CH3:25], predict the reaction product. The product is: [C:1]([O:5][C:6](=[O:15])[C:7]1[CH:12]=[CH:11][C:10]([F:13])=[CH:9][C:8]=1[NH:26][C@@H:24]([CH3:25])[CH2:23][O:22][CH3:21])([CH3:4])([CH3:3])[CH3:2]. (6) The product is: [C:16]([CH:14]([CH:12]([C:11]([O-:20])=[O:19])[OH:13])[OH:15])([O-:18])=[O:17].[N:1]12[CH2:8][CH2:7][CH:4]([CH2:5][CH2:6]1)[CH2:3][C@H:2]2[C:9]#[N:10]. Given the reactants [N:1]12[CH2:8][CH2:7][CH:4]([CH2:5][CH2:6]1)[CH2:3][CH:2]2[C:9]#[N:10].[C:11]([OH:20])(=[O:19])[CH:12]([CH:14]([C:16]([OH:18])=[O:17])[OH:15])[OH:13], predict the reaction product. (7) Given the reactants [Cl:1][C:2]1[CH:3]=[N:4][C:5]([N:24]2[CH2:28][CH2:27][CH2:26][CH:25]2[C:29]2[CH:34]=[CH:33][CH:32]=[CH:31][CH:30]=2)=[C:6]([CH:23]=1)[C:7]([NH:9][C:10]1([C:13]2[CH:22]=[CH:21][C:16]([C:17]([O:19]C)=[O:18])=[CH:15][CH:14]=2)[CH2:12][CH2:11]1)=[O:8].[OH-].[Na+].Cl, predict the reaction product. The product is: [Cl:1][C:2]1[CH:3]=[N:4][C:5]([N:24]2[CH2:28][CH2:27][CH2:26][CH:25]2[C:29]2[CH:30]=[CH:31][CH:32]=[CH:33][CH:34]=2)=[C:6]([CH:23]=1)[C:7]([NH:9][C:10]1([C:13]2[CH:14]=[CH:15][C:16]([C:17]([OH:19])=[O:18])=[CH:21][CH:22]=2)[CH2:12][CH2:11]1)=[O:8].